The task is: Predict the product of the given reaction.. This data is from Forward reaction prediction with 1.9M reactions from USPTO patents (1976-2016). Given the reactants [CH2:1]([N:8]1[CH2:13][CH2:12][CH:11]([CH2:14][CH2:15][C:16]2[C:20]3[CH:21]=[CH:22][C:23]([OH:29])=[C:24]([CH2:25][N:26]([CH3:28])[CH3:27])[C:19]=3[O:18][N:17]=2)[CH2:10][CH2:9]1)[C:2]1[CH:7]=[CH:6][CH:5]=[CH:4][CH:3]=1.[CH3:30][C:31]([CH3:35])=[CH:32][CH2:33]O.C1(P(C2C=CC=CC=2)C2C=CC=CC=2)C=CC=CC=1.N(C(OC(C)C)=O)=NC(OC(C)C)=O, predict the reaction product. The product is: [CH3:28][N:26]([CH2:25][C:24]1[C:19]2[O:18][N:17]=[C:16]([CH2:15][CH2:14][CH:11]3[CH2:12][CH2:13][N:8]([CH2:1][C:2]4[CH:3]=[CH:4][CH:5]=[CH:6][CH:7]=4)[CH2:9][CH2:10]3)[C:20]=2[CH:21]=[CH:22][C:23]=1[O:29][CH2:33][CH:32]=[C:31]([CH3:35])[CH3:30])[CH3:27].